Dataset: Forward reaction prediction with 1.9M reactions from USPTO patents (1976-2016). Task: Predict the product of the given reaction. (1) Given the reactants Cl[C:2]1[NH:6][C:5]2[CH:7]=[CH:8][CH:9]=[CH:10][C:4]=2[N:3]=1.C1C(=O)N([Br:18])C(=O)C1.[CH3:19][NH:20][CH3:21], predict the reaction product. The product is: [Br:18][C:8]1[CH:9]=[CH:10][C:4]2[NH:3][C:2]([N:20]([CH3:21])[CH3:19])=[N:6][C:5]=2[CH:7]=1. (2) The product is: [F:1][C:2]1[CH:3]=[C:4]([CH:14]([NH:16][C:17]([C:19]2[N:20]=[C:21]([C:36]3[CH:35]=[C:34]([C:25]4[CH:30]=[CH:29][CH:28]=[CH:27][CH:26]=4)[CH:39]=[CH:38][CH:37]=3)[O:22][CH:23]=2)=[O:18])[CH3:15])[CH:5]=[C:6]([F:13])[C:7]=1[NH:8][S:9]([CH3:12])(=[O:11])=[O:10]. Given the reactants [F:1][C:2]1[CH:3]=[C:4]([CH:14]([NH:16][C:17]([C:19]2[N:20]=[C:21](Cl)[O:22][CH:23]=2)=[O:18])[CH3:15])[CH:5]=[C:6]([F:13])[C:7]=1[NH:8][S:9]([CH3:12])(=[O:11])=[O:10].[C:25]1([C:34]2[CH:39]=[CH:38][CH:37]=[CH:36][CH:35]=2)[CH:30]=[CH:29][CH:28]=[C:27](B(O)O)[CH:26]=1.C([O-])([O-])=O.[Cs+].[Cs+].COCCOC, predict the reaction product.